From a dataset of Full USPTO retrosynthesis dataset with 1.9M reactions from patents (1976-2016). Predict the reactants needed to synthesize the given product. (1) Given the product [C:1]([O:5][C:6](=[O:7])[NH:8][CH2:9][C:10]1[CH:11]=[CH:12][C:13]([C:14](=[O:16])[NH:53][C:52]2[CH:54]=[CH:55][C:49]([CH2:48][N:44]([CH2:45][CH2:46][CH3:47])[CH2:41][CH2:42][CH3:43])=[CH:50][CH:51]=2)=[CH:17][CH:18]=1)([CH3:2])([CH3:3])[CH3:4], predict the reactants needed to synthesize it. The reactants are: [C:1]([O:5][C:6]([NH:8][CH2:9][C:10]1[CH:18]=[CH:17][C:13]([C:14]([OH:16])=O)=[CH:12][CH:11]=1)=[O:7])([CH3:4])([CH3:3])[CH3:2].CCN=C=NCCCN(C)C.Cl.C1C=CC2N(O)N=NC=2C=1.[CH2:41]([N:44]([CH2:48][C:49]1[CH:55]=[CH:54][C:52]([NH2:53])=[CH:51][CH:50]=1)[CH2:45][CH2:46][CH3:47])[CH2:42][CH3:43].[OH-].[Na+]. (2) Given the product [CH3:31][O:30][C:28](=[O:29])[C:27]1[CH:26]=[CH:25][C:24]([C:2]2[CH:7]=[CH:6][N:5]=[C:4]([CH2:8][CH3:9])[C:3]=2[C:10]#[C:11][C:12]2[C:17]([CH2:18][CH3:19])=[N:16][C:15]([NH2:20])=[CH:14][CH:13]=2)=[CH:23][C:22]=1[F:21], predict the reactants needed to synthesize it. The reactants are: Cl[C:2]1[CH:7]=[CH:6][N:5]=[C:4]([CH2:8][CH3:9])[C:3]=1[C:10]#[C:11][C:12]1[CH:13]=[CH:14][C:15]([NH2:20])=[N:16][C:17]=1[CH2:18][CH3:19].[F:21][C:22]1[CH:23]=[C:24](B(O)O)[CH:25]=[CH:26][C:27]=1[C:28]([O:30][CH3:31])=[O:29].C([O-])([O-])=O.[K+].[K+]. (3) Given the product [Cl:16][C:17]1[CH:32]=[CH:31][C:20]2[N:21]=[C:22]([CH2:24][CH:25]3[CH2:29][CH2:28][CH2:27][CH:26]3[NH:30][C:7](=[O:9])[C:6]3[CH:10]=[C:2]([CH3:1])[CH:3]=[CH:4][C:5]=3[N:11]3[N:15]=[CH:14][CH:13]=[N:12]3)[S:23][C:19]=2[CH:18]=1, predict the reactants needed to synthesize it. The reactants are: [CH3:1][C:2]1[CH:3]=[CH:4][C:5]([N:11]2[N:15]=[CH:14][CH:13]=[N:12]2)=[C:6]([CH:10]=1)[C:7]([OH:9])=O.[Cl:16][C:17]1[CH:32]=[CH:31][C:20]2[N:21]=[C:22]([CH2:24][CH:25]3[CH2:29][CH2:28][CH2:27][CH:26]3[NH2:30])[S:23][C:19]=2[CH:18]=1.CCN(C(C)C)C(C)C.CN(C(ON1N=NC2C=CC=CC1=2)=[N+](C)C)C.[B-](F)(F)(F)F.